This data is from Full USPTO retrosynthesis dataset with 1.9M reactions from patents (1976-2016). The task is: Predict the reactants needed to synthesize the given product. (1) Given the product [CH2:29]([C:31]1[CH2:35][CH:34]([CH2:36][O:37][NH:38][C:9](=[O:24])[C:10]2[CH:15]=[CH:14][CH:13]=[CH:12][C:11]=2[NH:16][CH2:17][C:18]2[CH:19]=[CH:20][N:21]=[CH:22][CH:23]=2)[O:33][N:32]=1)[CH3:30], predict the reactants needed to synthesize it. The reactants are: FC1C(O[C:9](=[O:24])[C:10]2[CH:15]=[CH:14][CH:13]=[CH:12][C:11]=2[NH:16][CH2:17][C:18]2[CH:23]=[CH:22][N:21]=[CH:20][CH:19]=2)=C(F)C(F)=C(F)C=1F.[CH2:29]([C:31]1[CH2:35][CH:34]([CH2:36][O:37][NH2:38])[O:33][N:32]=1)[CH3:30]. (2) The reactants are: [Cl:1][C:2]1[CH:3]=[C:4]([NH:8][C@H:9]2[C@H:13]([OH:14])[CH2:12][N:11](C(OC(C)(C)C)=O)[CH2:10]2)[CH:5]=[CH:6][CH:7]=1.Cl. Given the product [Cl:1][C:2]1[CH:3]=[C:4]([NH:8][C@@H:9]2[CH2:10][NH:11][CH2:12][C@H:13]2[OH:14])[CH:5]=[CH:6][CH:7]=1, predict the reactants needed to synthesize it. (3) Given the product [O:41]1[CH2:42][CH2:43][CH:38]([O:37][C:35](=[O:36])[N:34]([CH:44]2[CH2:46][CH2:45]2)[CH2:33][C@H:10]2[C@H:11]([CH2:13][C@H:14]([O:18][C:19]3[CH:24]=[CH:23][C:22]([O:25][CH3:26])=[C:21]([O:27][CH2:28][CH2:29][CH2:30][O:31][CH3:32])[CH:20]=3)[CH:15]([CH3:16])[CH3:17])[CH2:12][NH:8][CH2:9]2)[CH2:39][CH2:40]1, predict the reactants needed to synthesize it. The reactants are: C(OC([N:8]1[CH2:12][C@@H:11]([CH2:13][C@H:14]([O:18][C:19]2[CH:24]=[CH:23][C:22]([O:25][CH3:26])=[C:21]([O:27][CH2:28][CH2:29][CH2:30][O:31][CH3:32])[CH:20]=2)[CH:15]([CH3:17])[CH3:16])[C@H:10]([CH2:33][N:34]([CH:44]2[CH2:46][CH2:45]2)[C:35]([O:37][CH:38]2[CH2:43][CH2:42][O:41][CH2:40][CH2:39]2)=[O:36])[CH2:9]1)=O)(C)(C)C. (4) The reactants are: [F:1][C:2]1[CH:7]=[CH:6][C:5]([CH2:8][CH2:9][CH:10]=O)=[CH:4][C:3]=1[CH3:12].CN.Cl.[BH3-][C:17]#[N:18].[Na+]. Given the product [F:1][C:2]1[CH:7]=[CH:6][C:5]([CH2:8][CH2:9][CH2:10][NH:18][CH3:17])=[CH:4][C:3]=1[CH3:12], predict the reactants needed to synthesize it.